The task is: Predict the reaction yield, written as a fraction of the theoretical maximum amount of product (1.0 means a 100% yield; for example, 0.34 means a 34% yield).. This data is from Reaction yield outcomes from USPTO patents with 853,638 reactions. (1) The reactants are [CH2:1]([SH:3])[CH3:2].[CH:4]12[CH2:13][CH:8]3[CH2:9][CH:10]([CH2:12][CH:6]([CH2:7]3)[CH:5]1[NH:14][C:15]([C:17]1[C:18](Cl)=[N:19][C:20]([Cl:23])=[CH:21][CH:22]=1)=[O:16])[CH2:11]2.C(=O)([O-])[O-].[Na+].[Na+]. The catalyst is CN(C=O)C.CCOC(C)=O. The product is [CH:6]12[CH2:7][CH:8]3[CH2:9][CH:10]([CH2:11][CH:4]([CH2:13]3)[CH:5]1[NH:14][C:15]([C:17]1[C:18]([S:3][CH2:1][CH3:2])=[N:19][C:20]([Cl:23])=[CH:21][CH:22]=1)=[O:16])[CH2:12]2. The yield is 0.690. (2) The reactants are [CH:1]([C@H:4]1[CH2:9][CH:8]([OH:10])[C:7](=[CH2:11])[CH2:6][CH2:5]1)([CH3:3])[CH3:2].[CH2:12]([O:16][CH:17]=[CH2:18])[CH2:13][CH2:14][CH3:15]. The catalyst is O.C1(C)C=CC(S(O)(=O)=O)=CC=1. The product is [CH2:12]([O:16][CH:17]([O:10][CH:8]1[CH2:9][C@H:4]([CH:1]([CH3:3])[CH3:2])[CH2:5][CH2:6][C:7]1=[CH2:11])[CH3:18])[CH2:13][CH2:14][CH3:15]. The yield is 0.830. (3) The reactants are [C:1]([C:5]1[CH:6]=[C:7]([NH2:38])[N:8]([C:10]2[CH:15]=[CH:14][C:13]([CH2:16][O:17][Si:18]([CH:25]([CH3:27])[CH3:26])([CH:22]([CH3:24])[CH3:23])[CH:19]([CH3:21])[CH3:20])=[C:12]([O:28][CH2:29][CH2:30][O:31]C3CCCCO3)[CH:11]=2)[N:9]=1)([CH3:4])([CH3:3])[CH3:2].[CH3:39][C@H:40]1[CH2:45][CH2:44][CH2:43][C@@H:42]([CH3:46])[N:41]1[C:47]1[N:51]2[CH:52]=[C:53]([O:56][C@H:57]3[C:66]4[C:61](=[CH:62][CH:63]=[CH:64][CH:65]=4)[C@@H:60]([NH2:67])[CH2:59][CH2:58]3)[CH:54]=[CH:55][C:50]2=[N:49][N:48]=1.CCN(C(C)C)C(C)C.C1(C)C=CC(S([O-])(=O)=O)=CC=1.[NH+]1C=CC=CC=1.[O:94]1CCOC[CH2:95]1. The catalyst is CO. The product is [C:1]([C:5]1[CH:6]=[C:7]([NH:38][C:95]([NH:67][C@@H:60]2[C:61]3[C:66](=[CH:65][CH:64]=[CH:63][CH:62]=3)[C@H:57]([O:56][C:53]3[CH:54]=[CH:55][C:50]4[N:51]([C:47]([N:41]5[C@H:40]([CH3:39])[CH2:45][CH2:44][CH2:43][C@@H:42]5[CH3:46])=[N:48][N:49]=4)[CH:52]=3)[CH2:58][CH2:59]2)=[O:94])[N:8]([C:10]2[CH:15]=[CH:14][C:13]([CH2:16][O:17][Si:18]([CH:22]([CH3:24])[CH3:23])([CH:19]([CH3:20])[CH3:21])[CH:25]([CH3:27])[CH3:26])=[C:12]([O:28][CH2:29][CH2:30][OH:31])[CH:11]=2)[N:9]=1)([CH3:2])([CH3:4])[CH3:3]. The yield is 0.400.